This data is from Full USPTO retrosynthesis dataset with 1.9M reactions from patents (1976-2016). The task is: Predict the reactants needed to synthesize the given product. (1) Given the product [Br:1][C:2]1[C:3]([O:24][CH3:25])=[C:4]([C:10]([CH2:13][S:14]([C:17]2[CH:22]=[N:48][CH:20]=[CH:19][CH:18]=2)(=[O:16])=[O:15])=[CH:11][CH:12]=1)[C:5]([O:7][CH2:8][CH3:9])=[O:6], predict the reactants needed to synthesize it. The reactants are: [Br:1][C:2]1[C:3]([O:24][CH3:25])=[C:4]([C:10]([CH2:13][S:14]([C:17]2[CH:22]=C[C:20](F)=[CH:19][CH:18]=2)(=[O:16])=[O:15])=[CH:11][CH:12]=1)[C:5]([O:7][CH2:8][CH3:9])=[O:6].BrC1C(OC)=C(C(CSC2C=CC=CC=2)=CC=1)C(OCC)=O.[N:48]1C=CC=C(S([O-])(=O)=O)C=1.[Na+]. (2) Given the product [Br:1][C:2]1[CH:3]=[C:4]2[C:9](=[CH:10][CH:11]=1)[C:8]([N:14]([CH3:15])[CH3:13])=[N:7][N:6]=[CH:5]2, predict the reactants needed to synthesize it. The reactants are: [Br:1][C:2]1[CH:3]=[C:4]2[C:9](=[CH:10][CH:11]=1)[C:8](Cl)=[N:7][N:6]=[CH:5]2.[CH3:13][N:14](C=O)[CH3:15]. (3) Given the product [Si:1]([O:8][C@H:9]1[CH2:18][C:17]([CH3:19])([CH3:20])[CH2:16][C:15]2[N:14]=[C:13]([CH:21]([CH3:22])[CH3:23])[C:12]([C@H:24]([C:33]3[CH:38]=[CH:37][C:36]([C:39]([F:42])([F:41])[F:40])=[CH:35][N:34]=3)[OH:25])=[C:11]([C:26]3[CH2:27][CH2:28][O:29][CH2:30][CH:31]=3)[C:10]1=2)([C:4]([CH3:6])([CH3:7])[CH3:5])([CH3:2])[CH3:3], predict the reactants needed to synthesize it. The reactants are: [Si:1]([O:8][C@H:9]1[CH2:18][C:17]([CH3:20])([CH3:19])[CH2:16][C:15]2[N:14]=[C:13]([CH:21]([CH3:23])[CH3:22])[C:12]([CH:24]=[O:25])=[C:11]([C:26]3[CH2:27][CH2:28][O:29][CH2:30][CH:31]=3)[C:10]1=2)([C:4]([CH3:7])([CH3:6])[CH3:5])([CH3:3])[CH3:2].Br[C:33]1[CH:38]=[CH:37][C:36]([C:39]([F:42])([F:41])[F:40])=[CH:35][N:34]=1. (4) Given the product [O:1]=[C:2]1[O:8][C@H:7]([C@H:9]([CH2:11][OH:12])[OH:10])[C:5]([O-:6])=[C:3]1[OH:4].[Na+:17], predict the reactants needed to synthesize it. The reactants are: [O:1]=[C:2]1[O:8][C@H:7]([C@H:9]([CH2:11][OH:12])[OH:10])[C:5]([OH:6])=[C:3]1[OH:4].C([O-])(O)=O.[Na+:17]. (5) Given the product [C:38]([OH:45])(=[O:44])/[CH:39]=[CH:40]\[C:41]([OH:43])=[O:42].[C:38]([OH:45])(=[O:44])/[CH:39]=[CH:40]\[C:41]([OH:43])=[O:42].[C:38]([OH:45])(=[O:44])/[CH:39]=[CH:40]\[C:41]([OH:43])=[O:42].[CH3:1][C:2]1[CH:7]=[C:6]([O:8][C:9]2[CH:10]=[CH:11][CH:12]=[CH:13][CH:14]=2)[CH:5]=[CH:4][C:3]=1[C:15]1[C:23]2[C:22]([NH2:24])=[N:21][CH:20]=[N:19][C:18]=2[N:17]([C@H:25]2[CH2:26][CH2:27][C@H:28]([N:31]3[CH2:32][CH2:33][N:34]([CH3:37])[CH2:35][CH2:36]3)[CH2:29][CH2:30]2)[CH:16]=1, predict the reactants needed to synthesize it. The reactants are: [CH3:1][C:2]1[CH:7]=[C:6]([O:8][C:9]2[CH:14]=[CH:13][CH:12]=[CH:11][CH:10]=2)[CH:5]=[CH:4][C:3]=1[C:15]1[C:23]2[C:22]([NH2:24])=[N:21][CH:20]=[N:19][C:18]=2[N:17]([C@H:25]2[CH2:30][CH2:29][C@H:28]([N:31]3[CH2:36][CH2:35][N:34]([CH3:37])[CH2:33][CH2:32]3)[CH2:27][CH2:26]2)[CH:16]=1.[C:38]([OH:45])(=[O:44])/[CH:39]=[CH:40]\[C:41]([OH:43])=[O:42]. (6) Given the product [OH:35][CH2:34][CH2:36][NH:37][C:29](=[O:30])[C@H:28]([O:27][C:25]1[CH:24]=[CH:23][CH:22]=[C:21]2[C:26]=1[C:17]([NH:16][C:12]1[CH:11]=[C:10]3[C:15](=[CH:14][CH:13]=1)[N:7]([CH2:6][C:2]1[S:1][CH:5]=[CH:4][N:3]=1)[N:8]=[CH:9]3)=[N:18][CH:19]=[N:20]2)[CH3:33], predict the reactants needed to synthesize it. The reactants are: [S:1]1[CH:5]=[CH:4][N:3]=[C:2]1[CH2:6][N:7]1[C:15]2[C:10](=[CH:11][C:12]([NH:16][C:17]3[C:26]4[C:21](=[CH:22][CH:23]=[CH:24][C:25]=4[O:27][C@H:28]([CH3:33])[C:29](OC)=[O:30])[N:20]=[CH:19][N:18]=3)=[CH:13][CH:14]=2)[CH:9]=[N:8]1.[CH2:34]([CH2:36][NH2:37])[OH:35]. (7) Given the product [Cl:1][C:2]1[C:3]([C:4]2[CH2:12][CH2:11][O:6][N:5]=2)=[CH:7][CH:8]=[CH:9][N:10]=1, predict the reactants needed to synthesize it. The reactants are: [Cl:1][C:2]1[N:10]=[CH:9][CH:8]=[CH:7][C:3]=1[CH:4]=[N:5][OH:6].[CH2:11]=[CH2:12].Cl[O-].[Na+]. (8) Given the product [CH:14]([Si:17]([CH:21]([CH3:23])[CH3:22])([CH:18]([CH3:20])[CH3:19])[N:1]1[C:9]2[C:4](=[CH:5][C:6]([CH2:10][O:11][Si:17]([CH:21]([CH3:23])[CH3:22])([CH:18]([CH3:20])[CH3:19])[CH:14]([CH3:16])[CH3:15])=[CH:7][CH:8]=2)[CH:3]=[CH:2]1)([CH3:16])[CH3:15], predict the reactants needed to synthesize it. The reactants are: [NH:1]1[C:9]2[C:4](=[CH:5][C:6]([CH2:10][OH:11])=[CH:7][CH:8]=2)[CH:3]=[CH:2]1.[H-].[Na+].[CH:14]([Si:17](Cl)([CH:21]([CH3:23])[CH3:22])[CH:18]([CH3:20])[CH3:19])([CH3:16])[CH3:15]. (9) Given the product [NH2:21][C:20]1[NH:26][C:7](=[O:8])[C:6]2[C:5]3[CH2:12][CH2:13][CH2:14][CH2:15][C:4]=3[S:3][C:2]=2[N:1]=1, predict the reactants needed to synthesize it. The reactants are: [NH2:1][C:2]1[S:3][C:4]2[CH2:15][CH2:14][CH2:13][CH2:12][C:5]=2[C:6]=1[C:7](OCC)=[O:8].ClC1C=CC=C2C=1C1C(=O)NC(NC(=O)C(C)(C)C)=[N:26][C:20]=1[NH:21]2.O.[OH-].[NH4+].